From a dataset of Forward reaction prediction with 1.9M reactions from USPTO patents (1976-2016). Predict the product of the given reaction. (1) The product is: [Cl:1][C:2]1[CH:7]=[CH:6][C:5]([CH2:8][N:12]2[CH2:13][CH:11]2[CH3:10])=[CH:4][N:3]=1. Given the reactants [Cl:1][C:2]1[CH:7]=[CH:6][C:5]([CH2:8]Cl)=[CH:4][N:3]=1.[CH3:10][CH:11]1[CH2:13][NH:12]1.C(=O)([O-])[O-].[K+].[K+], predict the reaction product. (2) The product is: [OH:3][NH:2][C:9]([C:10]1[CH:25]=[CH:22][CH:21]=[CH:20][C:19]=1[CH2:18][O:17][CH:12]1[CH2:13][CH2:14][CH2:15][CH2:16][O:11]1)=[NH:6]. Given the reactants Cl.[NH2:2][OH:3].CC[N:6]([CH2:9][CH3:10])CC.[O:11]1[CH2:16][CH2:15][CH2:14][CH2:13][CH:12]1[O:17][CH2:18][C:19]1C=[CH:25][C:22](C#N)=[CH:21][CH:20]=1, predict the reaction product.